Dataset: Forward reaction prediction with 1.9M reactions from USPTO patents (1976-2016). Task: Predict the product of the given reaction. (1) Given the reactants [Br:1][C:2]1[N:3]=[N:4][C:5]([CH3:8])=[CH:6][CH:7]=1.[Br:9]N1C(=O)CCC1=O.CC(N=NC(C#N)(C)C)(C#N)C, predict the reaction product. The product is: [Br:1][C:2]1[N:3]=[N:4][C:5]([CH2:8][Br:9])=[CH:6][CH:7]=1. (2) Given the reactants CC(C)([O-])C.[Na+].[OH:7][CH2:8][CH2:9][C@H:10]1[CH2:12][C@@H:11]1[CH:13]1[CH2:18][CH2:17][N:16]([C:19]([O:21][C:22]([CH3:25])([CH3:24])[CH3:23])=[O:20])[CH2:15][CH2:14]1.Br[C:27]1[CH:32]=[CH:31][C:30]([S:33]([CH3:36])(=[O:35])=[O:34])=[CH:29][N:28]=1, predict the reaction product. The product is: [CH3:36][S:33]([C:30]1[CH:31]=[CH:32][C:27]([O:7][CH2:8][CH2:9][C@H:10]2[CH2:12][C@@H:11]2[CH:13]2[CH2:18][CH2:17][N:16]([C:19]([O:21][C:22]([CH3:25])([CH3:24])[CH3:23])=[O:20])[CH2:15][CH2:14]2)=[N:28][CH:29]=1)(=[O:35])=[O:34]. (3) Given the reactants Br.Br.[CH2:3]([N:10]1[C@@H:15]2[CH2:16][C@@H:12]([NH:13][CH2:14]2)[CH2:11]1)[C:4]1[CH:9]=[CH:8][CH:7]=[CH:6][CH:5]=1.Cl[C:18]1[CH:19]=[CH:20][C:21]2[N:22]([C:24]([C:27]([F:30])([F:29])[F:28])=[N:25][N:26]=2)[N:23]=1, predict the reaction product. The product is: [CH2:3]([N:10]1[CH2:11][CH:12]2[CH2:16][CH:15]1[CH2:14][N:13]2[C:18]1[CH:19]=[CH:20][C:21]2[N:22]([C:24]([C:27]([F:28])([F:30])[F:29])=[N:25][N:26]=2)[N:23]=1)[C:4]1[CH:5]=[CH:6][CH:7]=[CH:8][CH:9]=1. (4) Given the reactants Br[C:2]1[N:10]2[C:5]([CH:6]=[N:7][C:8]([NH:11][C:12]3[CH:17]=[CH:16][C:15]([N:18]4[CH2:23][CH2:22][N:21]([CH3:24])[CH2:20][CH2:19]4)=[CH:14][CH:13]=3)=[N:9]2)=[CH:4][CH:3]=1.B1(O)[C:29]2[CH:30]=[CH:31][CH:32]=[CH:33][C:28]=2[CH2:27][O:26]1.C(=O)([O-])[O-].[Cs+].[Cs+].CN(C)C=O, predict the reaction product. The product is: [CH3:24][N:21]1[CH2:22][CH2:23][N:18]([C:15]2[CH:14]=[CH:13][C:12]([NH:11][C:8]3[N:7]=[CH:6][C:5]4=[CH:4][CH:3]=[C:2]([C:29]5[CH:30]=[CH:31][CH:32]=[CH:33][C:28]=5[CH2:27][OH:26])[N:10]4[N:9]=3)=[CH:17][CH:16]=2)[CH2:19][CH2:20]1. (5) Given the reactants [F:1][C:2]([F:13])([F:12])[C:3]1[CH:11]=[C:10]2[C:6]([CH2:7][CH2:8][NH:9]2)=[CH:5][CH:4]=1.[CH3:14][N:15]1[CH:19]=[C:18]([C:20]2[N:25]=[N:24][C:23]([N:26]3[CH2:31][CH2:30][C:29](=O)[CH2:28][CH2:27]3)=[CH:22][CH:21]=2)[CH:17]=[N:16]1, predict the reaction product. The product is: [CH3:14][N:15]1[CH:19]=[C:18]([C:20]2[N:25]=[N:24][C:23]([N:26]3[CH2:31][CH2:30][CH:29]([N:9]4[C:10]5[C:6](=[CH:5][CH:4]=[C:3]([C:2]([F:1])([F:12])[F:13])[CH:11]=5)[CH2:7][CH2:8]4)[CH2:28][CH2:27]3)=[CH:22][CH:21]=2)[CH:17]=[N:16]1.